This data is from Reaction yield outcomes from USPTO patents with 853,638 reactions. The task is: Predict the reaction yield, written as a fraction of the theoretical maximum amount of product (1.0 means a 100% yield; for example, 0.34 means a 34% yield). (1) The reactants are [CH3:1][N:2]([CH2:4][CH:5]([C:13]1([OH:19])[CH2:18][CH2:17][CH2:16][CH2:15][CH2:14]1)[C:6]1[CH:7]=[CH:8][C:9]([OH:12])=[CH:10][CH:11]=1)[CH3:3].[CH:20]([OH:22])=[O:21]. The catalyst is CC(C)=O. The product is [CH3:1][N:2]([CH2:4][CH:5]([C:13]1([OH:19])[CH2:18][CH2:17][CH2:16][CH2:15][CH2:14]1)[C:6]1[CH:7]=[CH:8][C:9]([OH:12])=[CH:10][CH:11]=1)[CH3:3].[CH:20]([O-:22])=[O:21]. The yield is 0.830. (2) The yield is 0.860. The reactants are [CH2:1]([N:8]1[C:16]2[C:11](=[CH:12][CH:13]=[C:14]([OH:17])[CH:15]=2)[C:10]([C:18]([NH:20][CH2:21][C:22]2[CH:27]=[CH:26][C:25]([F:28])=[C:24]([F:29])[CH:23]=2)=[O:19])=[C:9]1[CH:30]([CH3:32])[CH3:31])[C:2]1[CH:7]=[CH:6][CH:5]=[CH:4][CH:3]=1.C([O-])([O-])=O.[K+].[K+].[OH-].[Na+].I[CH:42]1[CH2:46][CH2:45][O:44][CH2:43]1. The product is [CH2:1]([N:8]1[C:16]2[C:11](=[CH:12][CH:13]=[C:14]([O:17][CH:42]3[CH2:46][CH2:45][O:44][CH2:43]3)[CH:15]=2)[C:10]([C:18]([NH:20][CH2:21][C:22]2[CH:27]=[CH:26][C:25]([F:28])=[C:24]([F:29])[CH:23]=2)=[O:19])=[C:9]1[CH:30]([CH3:32])[CH3:31])[C:2]1[CH:7]=[CH:6][CH:5]=[CH:4][CH:3]=1. The catalyst is CN(C=O)C. (3) The reactants are [CH3:1][C:2]1[CH:7]=[C:6]([CH3:8])[CH:5]=[C:4]([CH3:9])[C:3]=1[N:10]=[C:11]=[O:12].[NH2:13][C:14]1[CH:15]=[C:16]([C:34]2[CH:39]=[CH:38][C:37]([O:40][CH3:41])=[CH:36][CH:35]=2)[CH:17]=[CH:18][C:19]=1[C:20]([NH:22][C:23]1([C:30]([O:32][CH3:33])=[O:31])[CH2:29][CH2:28][CH2:27][CH2:26][CH2:25][CH2:24]1)=[O:21].CCCCCC.C(OCC)(=O)C. The catalyst is N1C=CC=CC=1. The product is [CH3:41][O:40][C:37]1[CH:36]=[CH:35][C:34]([C:16]2[CH:17]=[CH:18][C:19]([C:20]([NH:22][C:23]3([C:30]([O:32][CH3:33])=[O:31])[CH2:29][CH2:28][CH2:27][CH2:26][CH2:25][CH2:24]3)=[O:21])=[C:14]([NH:13][C:11]([NH:10][C:3]3[C:2]([CH3:1])=[CH:7][C:6]([CH3:8])=[CH:5][C:4]=3[CH3:9])=[O:12])[CH:15]=2)=[CH:39][CH:38]=1. The yield is 0.640. (4) The reactants are [O:1]1[CH2:6][CH2:5][N:4]([CH2:7][CH2:8][O:9][C:10]2[CH:15]=[CH:14][C:13]([C:16]3[CH:17]=[CH:18][C:19]([CH2:22][C:23](OC)=[O:24])=[N:20][CH:21]=3)=[CH:12][CH:11]=2)[CH2:3][CH2:2]1.[CH2:27]([NH2:34])[C:28]1[CH:33]=[CH:32][CH:31]=[CH:30][CH:29]=1.C1(OC)C=CC=CC=1. The catalyst is C1(C)C=CC=CC=1. The product is [O:1]1[CH2:2][CH2:3][N:4]([CH2:7][CH2:8][O:9][C:10]2[CH:11]=[CH:12][C:13]([C:16]3[CH:17]=[CH:18][C:19]([CH2:22][C:23]([NH:34][CH2:27][C:28]4[CH:33]=[CH:32][CH:31]=[CH:30][CH:29]=4)=[O:24])=[N:20][CH:21]=3)=[CH:14][CH:15]=2)[CH2:5][CH2:6]1. The yield is 0.810.